Predict which catalyst facilitates the given reaction. From a dataset of Catalyst prediction with 721,799 reactions and 888 catalyst types from USPTO. (1) Reactant: [CH3:1][NH2:2].Br[CH2:4][CH:5]([C:7]1[S:11][C:10]([C:12]#[N:13])=[CH:9][CH:8]=1)[OH:6]. Product: [OH:6][CH:5]([C:7]1[S:11][C:10]([C:12]#[N:13])=[CH:9][CH:8]=1)[CH2:4][NH:2][CH3:1]. The catalyst class is: 5. (2) Reactant: C([N-]C(C)C)(C)C.[Li+].[Cl:9][C:10]1[CH:11]=[N:12][CH:13]=[CH:14][C:15]=1[CH3:16].Cl[CH2:18][C:19]([C:21]1([Cl:24])[CH2:23][CH2:22]1)=[O:20].[Cl-].[NH4+]. Product: [Cl:9][C:10]1[CH:11]=[N:12][CH:13]=[CH:14][C:15]=1[CH2:16][C:19]1([C:21]2([Cl:24])[CH2:23][CH2:22]2)[CH2:18][O:20]1. The catalyst class is: 1. (3) Reactant: [N:1]1[CH:6]=[CH:5]C=[CH2+]C=1.[C:7]1([CH3:17])[CH:12]=[CH:11][C:10]([S:13]([OH:16])(=[O:15])=[O:14])=[CH:9][CH:8]=1.S1CCC1.[NH3:22]. Product: [S:13]1[CH2:5][CH:6]([NH2:1])[CH2:10]1.[S:13]([C:10]1[CH:11]=[CH:12][C:7]([CH3:17])=[CH:8][CH:9]=1)([O-:16])(=[O:15])=[O:14].[NH4+:22]. The catalyst class is: 5. (4) Reactant: [OH:1][CH2:2][C@@H:3]1[CH2:7][CH2:6][CH2:5][N:4]1[C:8]1[N:9]=[C:10]([NH:17][C:18]2[CH:22]=[C:21]([C:23]([OH:25])=O)[NH:20][N:19]=2)[C:11]2[O:16][CH:15]=[CH:14][C:12]=2[N:13]=1.CN(C(ON1N=NC2[CH:37]=[CH:38][CH:39]=[N:40]C1=2)=[N+](C)C)C.F[P-](F)(F)(F)(F)F.CCN(C(C)C)C(C)C.C1(N)CC1. Product: [CH:39]1([NH:40][C:23]([C:21]2[NH:20][N:19]=[C:18]([NH:17][C:10]3[C:11]4[O:16][CH:15]=[CH:14][C:12]=4[N:13]=[C:8]([N:4]4[CH2:5][CH2:6][CH2:7][C@H:3]4[CH2:2][OH:1])[N:9]=3)[CH:22]=2)=[O:25])[CH2:37][CH2:38]1. The catalyst class is: 3. (5) Reactant: [CH2:1]([NH:7][C:8]1[CH:13]=[CH:12][C:11]([NH2:14])=[C:10]([O:15][CH3:16])[CH:9]=1)[CH2:2][CH2:3][CH2:4][CH2:5][CH3:6].CN(C1C=CC=CN=1)C.[CH3:26][O:27][C:28]([C:30]1[S:31][CH:32]=[CH:33][C:34]=1[S:35](Cl)(=[O:37])=[O:36])=[O:29]. Product: [CH2:1]([NH:7][C:8]1[CH:13]=[CH:12][C:11]([NH:14][S:35]([C:34]2[CH:33]=[CH:32][S:31][C:30]=2[C:28]([O:27][CH3:26])=[O:29])(=[O:36])=[O:37])=[C:10]([O:15][CH3:16])[CH:9]=1)[CH2:2][CH2:3][CH2:4][CH2:5][CH3:6]. The catalyst class is: 17.